From a dataset of Reaction yield outcomes from USPTO patents with 853,638 reactions. Predict the reaction yield, written as a fraction of the theoretical maximum amount of product (1.0 means a 100% yield; for example, 0.34 means a 34% yield). (1) The reactants are I[C:2]1[C:11]2[N:10]([CH:12]3[CH2:17][CH2:16][CH2:15][CH:14]([CH2:18][NH:19][C:20](=[O:27])[C:21]4[CH:26]=[CH:25][CH:24]=[CH:23][CH:22]=4)[CH2:13]3)[C:9](=[O:28])[C:8]3=[C:29]([CH3:32])[O:30][N:31]=[C:7]3[C:6]=2[CH:5]=[CH:4][CH:3]=1.C(#N)C.[CH3:36][OH:37].CCN(CC)CC.C[C:46](C)=[O:47].ClCCl. The catalyst is C1C=CC(P(C2C=CC=CC=2)[C-]2C=CC=C2)=CC=1.C1C=CC(P(C2C=CC=CC=2)[C-]2C=CC=C2)=CC=1.Cl[Pd]Cl.[Fe+2]. The product is [CH3:36][O:37][C:46]([C:2]1[CH:3]=[CH:4][CH:5]=[C:6]2[C:11]=1[N:10]([CH:12]1[CH2:17][CH2:16][CH2:15][CH:14]([CH2:18][NH:19][C:20](=[O:27])[C:21]3[CH:26]=[CH:25][CH:24]=[CH:23][CH:22]=3)[CH2:13]1)[C:9](=[O:28])[C:8]1=[C:29]([CH3:32])[O:30][N:31]=[C:7]21)=[O:47]. The yield is 0.830. (2) The reactants are C([O:3][C:4]([C:6]1([C:9]2[CH:14]=[CH:13][C:12]([C:15]3[CH:20]=[CH:19][C:18]([C:21]4[S:22][C:23]([F:39])=[CH:24][C:25]=4[NH:26][C:27]([O:29][C@@H:30]([C:32]4[CH:37]=[CH:36][C:35]([Cl:38])=[CH:34][CH:33]=4)[CH3:31])=[O:28])=[CH:17][CH:16]=3)=[CH:11][CH:10]=2)[CH2:8][CH2:7]1)=[O:5])C.O1CCCC1.[OH-].[Na+].Cl. The catalyst is C(O)(C)C. The product is [Cl:38][C:35]1[CH:36]=[CH:37][C:32]([C@H:30]([O:29][C:27]([NH:26][C:25]2[CH:24]=[C:23]([F:39])[S:22][C:21]=2[C:18]2[CH:19]=[CH:20][C:15]([C:12]3[CH:13]=[CH:14][C:9]([C:6]4([C:4]([OH:5])=[O:3])[CH2:7][CH2:8]4)=[CH:10][CH:11]=3)=[CH:16][CH:17]=2)=[O:28])[CH3:31])=[CH:33][CH:34]=1. The yield is 0.780. (3) The reactants are [OH:1][C:2]1[CH:3]=[N:4][CH:5]=[CH:6][CH:7]=1.[H-].[Na+].Cl[C:11]1[N:16]=[C:15](Cl)[CH:14]=[C:13]([Cl:18])[N:12]=1.[NH:19]1[CH2:24][CH2:23][O:22][CH2:21][CH2:20]1. The catalyst is C1COCC1.C(Cl)Cl. The product is [Cl:18][C:13]1[N:12]=[C:11]([O:1][C:2]2[CH:3]=[N:4][CH:5]=[CH:6][CH:7]=2)[N:16]=[C:15]([N:19]2[CH2:24][CH2:23][O:22][CH2:21][CH2:20]2)[CH:14]=1. The yield is 0.147. (4) The reactants are Br[C:2]1[CH:9]=[CH:8][C:5]([C:6]#[N:7])=[C:4]([CH3:10])[CH:3]=1.C([O-])([O-])=O.[Na+].[Na+].[CH3:17][O:18][C:19]1[CH:24]=[CH:23][C:22](B(O)O)=[CH:21][CH:20]=1. The catalyst is C1C=CC=CC=1.C(O)C.C1C=CC([P]([Pd]([P](C2C=CC=CC=2)(C2C=CC=CC=2)C2C=CC=CC=2)([P](C2C=CC=CC=2)(C2C=CC=CC=2)C2C=CC=CC=2)[P](C2C=CC=CC=2)(C2C=CC=CC=2)C2C=CC=CC=2)(C2C=CC=CC=2)C2C=CC=CC=2)=CC=1. The product is [CH3:17][O:18][C:19]1[CH:24]=[CH:23][C:22]([C:2]2[CH:9]=[CH:8][C:5]([C:6]#[N:7])=[C:4]([CH3:10])[CH:3]=2)=[CH:21][CH:20]=1. The yield is 0.850. (5) The reactants are C1(S([N:10]2[C:14]3=[N:15][CH:16]=[C:17]([NH:19][C:20]([C:22]4[CH:30]=[CH:29][CH:28]=[CH:27][C:23]=4[C:24]([OH:26])=[O:25])=[O:21])[CH:18]=[C:13]3[C:12]([C:31]3[S:35][CH:34]=[N:33][CH:32]=3)=[CH:11]2)(=O)=O)C=CC=CC=1.[OH-].[Na+].C(O)(=O)C. The catalyst is CCO. The product is [S:35]1[C:31]([C:12]2[C:13]3[C:14](=[N:15][CH:16]=[C:17]([NH:19][C:20]([C:22]4[CH:30]=[CH:29][CH:28]=[CH:27][C:23]=4[C:24]([OH:26])=[O:25])=[O:21])[CH:18]=3)[NH:10][CH:11]=2)=[CH:32][N:33]=[CH:34]1. The yield is 0.270. (6) The reactants are CC(C1C=C(C(C)C)C(C2C=CC=CC=2P(C2CCCCC2)C2CCCCC2)=C(C(C)C)C=1)C.Cl[C:36]1[N:41]=[C:40]([C:42]2[NH:43][C:44]3[C:49]([CH:50]=2)=[C:48]([F:51])[CH:47]=[CH:46][CH:45]=3)[CH:39]=[N:38][CH:37]=1.[F:52][C:53]1[CH:58]=[CH:57][C:56]([C:59]2[O:60][C:61]3[CH:71]=[C:70]([N:72]([CH3:77])[S:73]([CH3:76])(=[O:75])=[O:74])[C:69](B4OC(C)(C)C(C)(C)O4)=[CH:68][C:62]=3[C:63]=2[C:64]([NH:66][CH3:67])=[O:65])=[CH:55][CH:54]=1.[O-]P([O-])([O-])=O.[K+].[K+].[K+]. The catalyst is O1CCOCC1.O.O.C1C=CC(/C=C/C(/C=C/C2C=CC=CC=2)=O)=CC=1.C1C=CC(/C=C/C(/C=C/C2C=CC=CC=2)=O)=CC=1.C1C=CC(/C=C/C(/C=C/C2C=CC=CC=2)=O)=CC=1.[Pd].[Pd]. The product is [F:51][C:48]1[CH:47]=[CH:46][CH:45]=[C:44]2[C:49]=1[CH:50]=[C:42]([C:40]1[N:41]=[C:36]([C:69]3[C:70]([N:72]([CH3:77])[S:73]([CH3:76])(=[O:75])=[O:74])=[CH:71][C:61]4[O:60][C:59]([C:56]5[CH:57]=[CH:58][C:53]([F:52])=[CH:54][CH:55]=5)=[C:63]([C:64]([NH:66][CH3:67])=[O:65])[C:62]=4[CH:68]=3)[CH:37]=[N:38][CH:39]=1)[NH:43]2. The yield is 0.567. (7) The product is [Br:1][C:2]1[CH:7]=[C:6]([CH:5]=[CH:4][C:3]=1[O:11][C:12]1[CH:17]=[CH:16][C:15]([F:18])=[CH:14][C:13]=1[F:19])[NH2:8]. The yield is 0.820. The reactants are [Br:1][C:2]1[CH:7]=[C:6]([N+:8]([O-])=O)[CH:5]=[CH:4][C:3]=1[O:11][C:12]1[CH:17]=[CH:16][C:15]([F:18])=[CH:14][C:13]=1[F:19].[Cl-].[NH4+].O. The catalyst is O1CCCC1.C(O)C.[Fe]. (8) The reactants are [Br:1][CH2:2][CH2:3][CH2:4][CH2:5][CH2:6][CH2:7][CH2:8][CH2:9][CH2:10][CH2:11][CH2:12][CH3:13].[CH3:14][N:15]1[CH:19]=[CH:18][N:17]=[CH:16]1. No catalyst specified. The product is [Br-:1].[CH2:2]([N+:17]1[CH:18]=[CH:19][N:15]([CH3:14])[CH:16]=1)[CH2:3][CH2:4][CH2:5][CH2:6][CH2:7][CH2:8][CH2:9][CH2:10][CH2:11][CH2:12][CH3:13]. The yield is 0.830.